This data is from Peptide-MHC class I binding affinity with 185,985 pairs from IEDB/IMGT. The task is: Regression. Given a peptide amino acid sequence and an MHC pseudo amino acid sequence, predict their binding affinity value. This is MHC class I binding data. (1) The peptide sequence is KEPPFLWM. The MHC is Mamu-A11 with pseudo-sequence Mamu-A11. The binding affinity (normalized) is 0.265. (2) The peptide sequence is KIGVICSSY. The MHC is HLA-A30:01 with pseudo-sequence HLA-A30:01. The binding affinity (normalized) is 0.0847.